From a dataset of Forward reaction prediction with 1.9M reactions from USPTO patents (1976-2016). Predict the product of the given reaction. (1) Given the reactants [C:1]1([S:7]([N:10]2[C:18]3[C:13](=[CH:14][C:15]([CH2:19][CH2:20][N+:21]([O-])=O)=[CH:16][CH:17]=3)[C:12]3[CH:24]=[C:25]([Cl:28])[CH:26]=[N:27][C:11]2=3)(=[O:9])=[O:8])[CH:6]=[CH:5][CH:4]=[CH:3][CH:2]=1, predict the reaction product. The product is: [C:1]1([S:7]([N:10]2[C:18]3[C:13](=[CH:14][C:15]([CH2:19][CH2:20][NH2:21])=[CH:16][CH:17]=3)[C:12]3[CH:24]=[C:25]([Cl:28])[CH:26]=[N:27][C:11]2=3)(=[O:9])=[O:8])[CH:2]=[CH:3][CH:4]=[CH:5][CH:6]=1. (2) Given the reactants C(O[CH:4]([NH:9][C:10]1[CH:15]=[CH:14][C:13]([O:16][C:17]2[CH:22]=[CH:21][N:20]=[C:19]3[CH:23]=[C:24]([C:26]4[N:27]=[CH:28][N:29]([CH3:31])[CH:30]=4)[S:25][C:18]=23)=[C:12]([F:32])[CH:11]=1)[C:5]([F:8])([F:7])[F:6])C.[C:33]([O:41][CH2:42][CH3:43])(=[O:40])[CH2:34][C:35]([O:37][CH2:38][CH3:39])=[O:36].[H-].[Na+].Cl, predict the reaction product. The product is: [F:8][C:5]([F:6])([F:7])[CH:4]([CH:34]([C:35]([O:37][CH2:38][CH3:39])=[O:36])[C:33]([O:41][CH2:42][CH3:43])=[O:40])[NH:9][C:10]1[CH:15]=[CH:14][C:13]([O:16][C:17]2[CH:22]=[CH:21][N:20]=[C:19]3[CH:23]=[C:24]([C:26]4[N:27]=[CH:28][N:29]([CH3:31])[CH:30]=4)[S:25][C:18]=23)=[C:12]([F:32])[CH:11]=1. (3) Given the reactants Cl[C:2]1[C:3]2[C:17]([CH:18]=[O:19])=[C:16]([CH2:20][CH3:21])[NH:15][C:4]=2[N:5]=[C:6]([S:8][C:9]2[CH:10]=[N:11][CH:12]=[CH:13][CH:14]=2)[N:7]=1.[H-].[Na+].[CH2:24]([OH:26])[CH3:25], predict the reaction product. The product is: [CH2:24]([O:26][C:2]1[C:3]2[C:17]([CH:18]=[O:19])=[C:16]([CH2:20][CH3:21])[NH:15][C:4]=2[N:5]=[C:6]([S:8][C:9]2[CH:10]=[N:11][CH:12]=[CH:13][CH:14]=2)[N:7]=1)[CH3:25]. (4) Given the reactants [CH2:1]([O:3][C:4]([N:6]1[CH2:11][CH2:10][N:9]([C:12](=[O:37])[C@@H:13]([NH:22][C:23]([C:25]2[CH:34]=[C:33]([OH:35])[C:32]3[C:27](=[CH:28][C:29]([CH3:36])=[CH:30][CH:31]=3)[N:26]=2)=[O:24])[CH2:14][C:15]([O:17][C:18]([CH3:21])([CH3:20])[CH3:19])=[O:16])[CH2:8][CH2:7]1)=[O:5])[CH3:2].[CH2:38]([O:45][C:46](=[O:50])[C@H:47](O)[CH3:48])[C:39]1[CH:44]=[CH:43][CH:42]=[CH:41][CH:40]=1.C1(P(C2C=CC=CC=2)C2C=CC=CC=2)C=CC=CC=1.N(C(OCC)=O)=NC(OCC)=O, predict the reaction product. The product is: [CH2:1]([O:3][C:4]([N:6]1[CH2:11][CH2:10][N:9]([C:12](=[O:37])[C@@H:13]([NH:22][C:23]([C:25]2[CH:34]=[C:33]([O:35][C@H:47]([C:46]([O:45][CH2:38][C:39]3[CH:44]=[CH:43][CH:42]=[CH:41][CH:40]=3)=[O:50])[CH3:48])[C:32]3[C:27](=[CH:28][C:29]([CH3:36])=[CH:30][CH:31]=3)[N:26]=2)=[O:24])[CH2:14][C:15]([O:17][C:18]([CH3:20])([CH3:21])[CH3:19])=[O:16])[CH2:8][CH2:7]1)=[O:5])[CH3:2]. (5) Given the reactants [F:1][C:2]([F:14])([C:6]1[CH:7]=[N:8][N:9]([CH3:13])[C:10](=[O:12])[CH:11]=1)[C:3]([OH:5])=O.P(Cl)(Cl)(Cl)=O.Cl.[NH2:21][CH2:22][C:23]1[CH:24]=[C:25]2[C:29](=[CH:30][CH:31]=1)[C:28](=[O:32])[N:27]([CH:33]1[CH2:38][CH2:37][C:36](=[O:39])[NH:35][C:34]1=[O:40])[CH2:26]2.C(=O)(O)[O-].[Na+], predict the reaction product. The product is: [O:40]=[C:34]1[CH:33]([N:27]2[CH2:26][C:25]3[C:29](=[CH:30][CH:31]=[C:23]([CH2:22][NH:21][C:3](=[O:5])[C:2]([F:1])([F:14])[C:6]4[CH:7]=[N:8][N:9]([CH3:13])[C:10](=[O:12])[CH:11]=4)[CH:24]=3)[C:28]2=[O:32])[CH2:38][CH2:37][C:36](=[O:39])[NH:35]1. (6) Given the reactants [Br:1][C:2]1[CH:3]=[CH:4][C:5]([O:11][C:12]2[CH:17]=[CH:16][C:15]([CH2:18][CH2:19][OH:20])=[CH:14][CH:13]=2)=[C:6]([CH:10]=1)[C:7]([OH:9])=O.[C:21](OC(=O)C)(=[O:23])[CH3:22], predict the reaction product. The product is: [Br:1][C:2]1[CH:10]=[C:6]2[C:5]([O:11][C:12]3[CH:17]=[CH:16][C:15]([CH2:18][CH2:19][O:20][C:21](=[O:23])[CH3:22])=[CH:14][C:13]=3[C:7]2=[O:9])=[CH:4][CH:3]=1.